From a dataset of Drug-target binding data from BindingDB using IC50 measurements. Regression. Given a target protein amino acid sequence and a drug SMILES string, predict the binding affinity score between them. We predict pIC50 (pIC50 = -log10(IC50 in M); higher means more potent). Dataset: bindingdb_ic50. (1) The compound is COc1cc(C(=O)OCCCCN2CCN(CCCCOC(=O)c3cc(OC)c(OC)c(OC)c3)CC2)cc(OC)c1OC. The target protein (O54699) has sequence MAHGNAPRDSYHLVGISFFILGLGTLLPWNFFITAIPYFQGRLAGTNSSAETPSTNHTSPTDTFNFNNWVTLLSQLPLLLFTLLNSFLYQCIPESVRILGSLLAILLLFALTAALVKVDLSPGLFFSITMASVWFINSFCAVLQGSLFGQLGTMPSTYSTLFLSGQGLAGIFAALAMLTSLASGVDPQTSALGYFITPCVGILLSIICYLSLPHLKFARYYLTKKPQAPVQELETKAELLGADEKNGIPVSPQQAGPTLDLDPEKELELGLEEPQKPGKPSVFVVFRKIWLTALCLVLVFTVTLSVFPAITAMVTTSSNSPGKWSQFFNPICCFLLFNVMDWLGRSLTSYFLWPDEDSQLLPLLVCLRFLFVPLFMLCHVPQRARLPIIFWQDAYFITFMLLFAISNGYFVSLTMCLAPRQVLPHEREVAGALMTFFLALGLSCGASLSFLFKALL. The pIC50 is 6.0. (2) The compound is Cc1nccn1-c1cccc(OCCOS(N)(=O)=O)c1.Cl. The target protein (P18915) has sequence MITLLFLLVVGAQAQHEWTYSEGVLDEKHWRLQYPDCGGTRQSPIDLKMKKVRYNPSLRALNLTGYGLRQGEFPMTNNGHTVQISLPSSMRMTTSDGSQYLAKQMHFHWGGDSSEISGSEHTVDGMRYIIEIHVVHYHSKYGSYEEAQNEPDGLAVLAALVEVKDYAENTYYSNFISHLEDIRYAGQSTVLRDLDIQDMLPGDLRYYYSYLGSLTTPSCTENVHWFVVADTVKLSKTQIEKLENSLLNHQNETIQNNYRSTQPLNHRVVEANFVSHPHQEYTLGSKLHFYLNNIDQNLEYLRRFIEQKITKRKKEKYWP. The pIC50 is 7.1. (3) The compound is CCCC[C@H](N[C@@H](CCc1ccccc1)C(=O)O)C(=O)N1C[C@@H](NC(=O)C[C@H](N)Cc2cc(F)c(F)cc2F)C[C@H]1C(=O)O. The target protein (P28843) has sequence MKTPWKVLLGLLGVAALVTIITVPIVLLSKDEAAADSRRTYSLADYLKSTFRVKSYSLWWVSDFEYLYKQENNILLLNAEHGNSSIFLENSTFESFGYHSVSPDRLFVLLEYNYVKQWRHSYTASYNIYDVNKRQLITEEKIPNNTQWITWSPEGHKLAYVWKNDIYVKVEPHLPSHRITSTGEENVIYNGITDWVYEEEVFGAYSALWWSPNNTFLAYAQFNDTGVPLIEYSFYSDESLQYPKTVWIPYPKAGAVNPTVKFFIVNIDSLSSSSSAAPIQIPAPASVARGDHYLCDVVWATEERISLQWLRRIQNYSVMAICDYDKINLTWNCPSEQQHVEMSTTGWVGRFRPAEPHFTSDGSSFYKIISDKDGYKHICHFPKDKKDCTFITKGAWEVISIEALTSDYLYYISNQYKEMPGGRNLYKIQLTDHTNVKCLSCDLNPERCQYYAVSFSKEAKYYQLGCWGPGLPLYTLHRSTDHKELRVLEDNSALDRMLQD.... The pIC50 is 5.1. (4) The compound is CCc1cccc(CC)c1CN. The target protein (Q9TRC7) has sequence MGRGTLALGWAGAALLLLQMLAAAERSPRTPGGKAGVFADLSAQELKAVHSFLWSQKELKLEPSGTLTMAKNSVFLIEMLLPKKQHVLKFLDKGHRRPVREARAVIFFGAQEQPNVTEFAVGPLPTPRYMRDLPPRPGHQVSWASRPISKAEYALLSHKLQEATQPLRQFFRRTTGSSFGDCHEQCLTFTDVAPRGLASGQRRTWFILQRQMPGYFLHPTGLELLVDHGSTNAQDWTVEQVWYNGKFYRSPEELAQKYNDGEVDVVILEDPLAKGKDGESLPEPALFSFYQPRGDFAVTMHGPHVVQPQGPRYSLEGNRVMYGGWSFAFRLRSSSGLQILDVHFGGERIAYEVSVQEAVALYGGHTPAGMQTKYIDVGWGLGSVTHELAPDIDCPETATFLDALHHYDADGPVLYPRALCLFEMPTGVPLRRHFNSNFSGGFNFYAGLKGQVLVLRTTSTVYNYDYIWDFIFYPNGVMEAKMHATGYVHATFYTPEGLRY.... The pIC50 is 3.0. (5) The target protein (P04409) has sequence MADVFPAAEPAAPQDVANRFARKGALRQKNVHEVKNHRFIARFFKQPTFCSHCTDFIWGFGKQGFQCQVCCFVVHKRCHEFVTFSCPGADKGPDTDDPRSKHKFKIHTYGSPTFCDHCGSLLYGLIHQGMKCDTCDMNVHKQCVINVPSLCGMDHTEKRGRIYLKAEVTDEKLHVTVRDAKNLIPMDPNGLSDPYVKLKLIPDPKNESKQKTKTIRSTLNPRWDESFTFKLKPSDKDRRLSEEIWDWDRTTRNDFMGSLSFGVSELMKMPASGWYKLLNQEEGEYYNVPIPEGDEEGNVELRQKFEKAKLGPAGNKVISPSEDRRQPSNNLDRVKLTDFNFLMVLGKGSFGKVMLADRKGTEELYAIKILKKDVVIQDDDVECTMVEKRVLALLDKPPFLTQLHSCFQTVDRLYFVMEYVNGGDLMYHIQQVGKFKEPQAVFYAAEISIGLFFLHKRGIIYRDLKLDNVMLDSEGHIKIADFGMCKEHMMDGVTTRTFCG.... The small molecule is CN(C)c1ccc(Nc2[nH]nc3ncnc(Nc4cccc(Cl)c4)c23)cc1. The pIC50 is 5.5.